From a dataset of Full USPTO retrosynthesis dataset with 1.9M reactions from patents (1976-2016). Predict the reactants needed to synthesize the given product. (1) Given the product [Cl:1][C:2]1[CH:11]=[C:10]2[C:5]([C:6]([N:12]3[CH2:17][CH2:16][N:15]([C:24]#[N:23])[CH2:14][CH2:13]3)=[CH:7][CH:8]=[N:9]2)=[CH:4][CH:3]=1, predict the reactants needed to synthesize it. The reactants are: [Cl:1][C:2]1[CH:11]=[C:10]2[C:5]([C:6]([N:12]3[CH2:17][CH2:16][NH:15][CH2:14][CH2:13]3)=[CH:7][CH:8]=[N:9]2)=[CH:4][CH:3]=1.C([O-])(O)=O.[Na+].[N:23]#[C:24]Br. (2) Given the product [N:8]1[CH:7]=[CH:6][CH:5]=[CH:4][C:3]=1[S:30]([Cl:33])(=[O:32])=[O:31], predict the reactants needed to synthesize it. The reactants are: NC[C:3]1[N:8]=[C:7](N(CC(OC(C)(C)C)=O)C(OC(C)(C)C)=O)[CH:6]=[CH:5][CH:4]=1.S1C=CC([S:30]([Cl:33])(=[O:32])=[O:31])=C1. (3) Given the product [CH3:12][C:13]([S:16](/[N:18]=[CH:10]/[C:3]12[CH2:9][CH2:8][CH:6]([CH2:5][CH2:4]1)[CH2:7][N:2]2[CH3:1])=[O:17])([CH3:15])[CH3:14], predict the reactants needed to synthesize it. The reactants are: [CH3:1][N:2]1[CH2:7][CH:6]2[CH2:8][CH2:9][C:3]1([CH:10]=O)[CH2:4][CH2:5]2.[CH3:12][C:13]([S:16]([NH2:18])=[O:17])([CH3:15])[CH3:14]. (4) Given the product [C:1]([N:4]1[C:13]2[C:8](=[CH:9][C:10]([C:14]3[CH:15]=[CH:16][C:17]([C:18]([NH:66][CH:67]([CH2:70][OH:71])[CH2:68][OH:69])=[O:19])=[CH:21][CH:22]=3)=[CH:11][CH:12]=2)[C@H:7]([NH:23][C:24]2[CH:29]=[CH:28][C:27]([C:30]#[N:31])=[CH:26][N:25]=2)[CH2:6][C@@H:5]1[CH3:32])(=[O:3])[CH3:2], predict the reactants needed to synthesize it. The reactants are: [C:1]([N:4]1[C:13]2[C:8](=[CH:9][C:10]([C:14]3[CH:22]=[CH:21][C:17]([C:18](O)=[O:19])=[CH:16][CH:15]=3)=[CH:11][CH:12]=2)[C@H:7]([NH:23][C:24]2[CH:29]=[CH:28][C:27]([C:30]#[N:31])=[CH:26][N:25]=2)[CH2:6][C@@H:5]1[CH3:32])(=[O:3])[CH3:2].CN(C(ON1N=NC2C=CC=NC1=2)=[N+](C)C)C.F[P-](F)(F)(F)(F)F.CCN(C(C)C)C(C)C.[NH2:66][CH:67]([CH2:70][OH:71])[CH2:68][OH:69]. (5) Given the product [CH2:1]([O:3][C:4]([C:6]1[CH:7]=[N:8][N:9]([CH2:23][O:24][CH2:25][CH2:26][Si:27]([CH3:30])([CH3:29])[CH3:28])[C:10](=[O:12])[CH:11]=1)=[O:5])[CH3:2], predict the reactants needed to synthesize it. The reactants are: [CH2:1]([O:3][C:4]([C:6]1[CH:7]=[N:8][NH:9][C:10](=[O:12])[CH:11]=1)=[O:5])[CH3:2].C(N(C(C)C)CC)(C)C.Cl[CH2:23][O:24][CH2:25][CH2:26][Si:27]([CH3:30])([CH3:29])[CH3:28]. (6) Given the product [Br:14][C:15]1[N:19]2[CH2:20][CH2:21][N:22]([C:11]([C:9]3[CH:10]=[C:5]4[N:4]=[CH:3][C:2]([Br:1])=[CH:7][N:6]4[N:8]=3)=[O:13])[CH:23]([CH3:24])[C:18]2=[N:17][N:16]=1, predict the reactants needed to synthesize it. The reactants are: [Br:1][C:2]1[CH:3]=[N:4][C:5]2[N:6]([N:8]=[C:9]([C:11]([OH:13])=O)[CH:10]=2)[CH:7]=1.[Br:14][C:15]1[N:19]2[CH2:20][CH2:21][NH:22][CH:23]([CH3:24])[C:18]2=[N:17][N:16]=1. (7) Given the product [Cl:14][C:4]1[C:5]2[S:10][CH:9]=[CH:8][C:6]=2[N:7]=[C:2]([CH3:1])[N:3]=1, predict the reactants needed to synthesize it. The reactants are: [CH3:1][C:2]1[NH:3][C:4](=O)[C:5]2[S:10][CH:9]=[CH:8][C:6]=2[N:7]=1.O=P(Cl)(Cl)[Cl:14].